From a dataset of Full USPTO retrosynthesis dataset with 1.9M reactions from patents (1976-2016). Predict the reactants needed to synthesize the given product. (1) Given the product [Cl:1][C:2]1[N:7]=[C:6]([NH:20][CH2:17][CH2:15][CH3:16])[CH:5]=[C:4]([CH3:9])[N:3]=1, predict the reactants needed to synthesize it. The reactants are: [Cl:1][C:2]1[N:7]=[C:6](Cl)[CH:5]=[C:4]([CH3:9])[N:3]=1.O.C(O[CH2:15][CH3:16])(=O)C.[CH:17]([N:20](CC)C(C)C)(C)C. (2) Given the product [OH:43][CH2:44][CH2:85][O:84][C:80]1[CH:82]=[CH:14][C:13]([C@H:9]2[NH:8][C:6](=[O:7])[N:63]([C@H:64]([C:68]3[NH:69][C:70]4[CH:75]=[CH:74][C:73]([I:76])=[CH:72][C:71]=4[N:77]=3)[CH:65]([CH3:66])[CH3:67])[C:10]2=[O:12])=[CH:15][CH:83]=1, predict the reactants needed to synthesize it. The reactants are: C(O[C:6]([NH:8][C@@H:9]([CH:13]([CH3:15])[CH3:14])[C:10]([OH:12])=O)=[O:7])(C)(C)C.IC1C=C(N)C(N)=CC=1.C(N(C(C)C)CC)(C)C.N1([O:43][C:44](N(C)C)=[N+](C)C)C2C=CC=CC=2N=N1.C(=O)([O-])[O-].[Na+].[Na+].C(OC(=O)[NH:63][C@H:64]([C:68](=O)[NH:69][C:70]1[CH:75]=[CH:74][C:73]([I:76])=[CH:72][C:71]=1[NH2:77])[CH:65]([CH3:67])[CH3:66])(C)(C)C.[C:80]([O:84][C:85](=O)N[C@H](C(=O)NC1C=C(I)C=CC=1N)C(C)C)([CH3:83])([CH3:82])C. (3) Given the product [CH3:1][N:2]([CH2:4][C:5]1[C:13]2[O:12][N:11]=[C:10]([CH2:14][CH2:15][CH:16]3[CH2:17][CH2:18][N:19]([CH2:31][CH:32]4[CH2:33][CH2:34][CH2:35][O:36]4)[CH2:20][CH2:21]3)[C:9]=2[CH:8]=[CH:7][C:6]=1[CH2:22][O:23][C:24]1[CH:29]=[CH:28][C:27]([F:30])=[CH:26][CH:25]=1)[CH3:3], predict the reactants needed to synthesize it. The reactants are: [CH3:1][N:2]([CH2:4][C:5]1[C:13]2[O:12][N:11]=[C:10]([CH2:14][CH2:15][CH:16]3[CH2:21][CH2:20][NH:19][CH2:18][CH2:17]3)[C:9]=2[CH:8]=[CH:7][C:6]=1[CH2:22][O:23][C:24]1[CH:29]=[CH:28][C:27]([F:30])=[CH:26][CH:25]=1)[CH3:3].[CH2:31](Br)[CH:32]1[O:36][CH2:35][CH2:34][CH2:33]1.C(N(CC)C(C)C)(C)C.[I-].[Na+].C(=O)(O)[O-].[Na+]. (4) Given the product [F:1][C:2]([C:5]1[CH:9]=[C:8]([NH:10][C:20](=[O:28])[O:21][C:22]2[CH:27]=[CH:26][CH:25]=[CH:24][CH:23]=2)[O:7][N:6]=1)([CH3:4])[CH3:3], predict the reactants needed to synthesize it. The reactants are: [F:1][C:2]([C:5]1[CH:9]=[C:8]([NH2:10])[O:7][N:6]=1)([CH3:4])[CH3:3].C(C1C=C(N[C:20](=[O:28])[O:21][C:22]2[CH:27]=[CH:26][CH:25]=[CH:24][CH:23]=2)ON=1)(C)C. (5) The reactants are: C(OC([N:6]1[C:34]2[C:29](=[CH:30][CH:31]=[C:32]([Cl:35])[CH:33]=2)[C:8]2([CH:13]([C:14]3[CH:19]=[CH:18][CH:17]=[C:16]([Cl:20])[CH:15]=3)[CH2:12][C:11](=[O:21])[NH:10][CH:9]2[C:22]2[CH:27]=[CH:26][CH:25]=[CH:24][C:23]=2[CH3:28])[C:7]1=[O:36])=O)C.[OH-].[Na+]. Given the product [Cl:35][C:32]1[CH:33]=[C:34]2[NH:6][C:7](=[O:36])[C:8]3([CH:13]([C:14]4[CH:19]=[CH:18][CH:17]=[C:16]([Cl:20])[CH:15]=4)[CH2:12][C:11](=[O:21])[NH:10][CH:9]3[C:22]3[CH:27]=[CH:26][CH:25]=[CH:24][C:23]=3[CH3:28])[C:29]2=[CH:30][CH:31]=1, predict the reactants needed to synthesize it. (6) Given the product [Br:1][C:2]1[C:3]([Cl:11])=[N:4][CH:5]=[C:6]([CH:10]=1)[C:7]([NH:21][C:20]1[CH:22]=[CH:23][C:17]([S:14]([C:13]([F:25])([F:12])[F:24])(=[O:16])=[O:15])=[CH:18][CH:19]=1)=[O:9], predict the reactants needed to synthesize it. The reactants are: [Br:1][C:2]1[C:3]([Cl:11])=[N:4][CH:5]=[C:6]([CH:10]=1)[C:7]([OH:9])=O.[F:12][C:13]([F:25])([F:24])[S:14]([C:17]1[CH:23]=[CH:22][C:20]([NH2:21])=[CH:19][CH:18]=1)(=[O:16])=[O:15]. (7) The reactants are: [Cl-].[Li+].BrCCBr.Cl[Si](C)(C)C.II.I[C@H:15]1[CH2:20][CH2:19][C@H:18]([CH2:21][C:22]#[N:23])[CH2:17][CH2:16]1.Br[C:25]1[C:26]([CH3:37])=[N:27][N:28]2[C:33]=1[C:32]1[S:34][CH:35]=[CH:36][C:31]=1[N:30]=[CH:29]2.C1(P(C2CCCCC2)C2C=CC=CC=2C2C(OC)=CC=CC=2OC)CCCCC1. Given the product [CH3:37][C:26]1[C:25]([C@H:15]2[CH2:20][CH2:19][C@H:18]([CH2:21][C:22]#[N:23])[CH2:17][CH2:16]2)=[C:33]2[N:28]([CH:29]=[N:30][C:31]3[CH:36]=[CH:35][S:34][C:32]=32)[N:27]=1, predict the reactants needed to synthesize it. (8) Given the product [NH2:15][C:3]1[CH:4]=[C:5]([CH:10]=[C:11]([N+:12]([O-:14])=[O:13])[C:2]=1[NH2:1])[C:6]([O:8][CH3:9])=[O:7], predict the reactants needed to synthesize it. The reactants are: [NH2:1][C:2]1[C:11]([N+:12]([O-:14])=[O:13])=[CH:10][C:5]([C:6]([O:8][CH3:9])=[O:7])=[CH:4][C:3]=1[N+:15]([O-])=O.